This data is from Peptide-MHC class I binding affinity with 185,985 pairs from IEDB/IMGT. The task is: Regression. Given a peptide amino acid sequence and an MHC pseudo amino acid sequence, predict their binding affinity value. This is MHC class I binding data. (1) The peptide sequence is QPKKAAAAL. The MHC is HLA-B08:02 with pseudo-sequence HLA-B08:02. The binding affinity (normalized) is 0.0847. (2) The peptide sequence is RRQDILDLWI. The MHC is HLA-B53:01 with pseudo-sequence HLA-B53:01. The binding affinity (normalized) is 0.0643.